This data is from Catalyst prediction with 721,799 reactions and 888 catalyst types from USPTO. The task is: Predict which catalyst facilitates the given reaction. (1) Reactant: N1C=[CH:5][CH:4]=[CH:3][CH:2]=1.[C:7]([O:11][C:12](=[O:30])[NH:13][CH2:14][CH2:15][S:16]([C:19]1[C:20]2[CH:21]=[CH:22][N:23]=[CH:24][C:25]=2[CH:26]=[C:27](Cl)[CH:28]=1)(=[O:18])=[O:17])([CH3:10])([CH3:9])[CH3:8].[C:31]1(B(O)O)[CH:36]=[CH:35][CH:34]=[CH:33][CH:32]=1.[C:40]([O-:43])([O-])=[O:41].[K+].[K+]. Product: [C:7]([O:11][C:12](=[O:30])[NH:13][CH2:14][CH2:15][S:16]([C:19]1[C:20]2[CH:21]=[CH:22][N:23]=[CH:24][C:25]=2[CH:26]=[C:27]([C:34]2[CH:35]=[CH:36][C:31]([O:41][CH:40]3[CH2:5][CH2:4][CH2:3][CH2:2][O:43]3)=[CH:32][CH:33]=2)[CH:28]=1)(=[O:18])=[O:17])([CH3:10])([CH3:9])[CH3:8]. The catalyst class is: 97. (2) Product: [O:18]=[C:12]1[NH:13][C:14](=[O:17])[CH:15]=[CH:16][N:11]1[C@@H:4]1[O:5][C@H:6]([CH2:9][O:10][P@@:30]([NH:39][C@@H:40]([CH3:47])[C:41]([O:43][CH:44]([CH3:46])[CH3:45])=[O:42])([O:29][C:28]2[CH:48]=[CH:49][CH:50]=[CH:51][CH:27]=2)=[O:31])[C@@H:7]([OH:8])[C@@:3]1([C:1]#[CH:2])[OH:19]. The catalyst class is: 1. Reactant: [C:1]([C@@:3]1([OH:19])[C@H:7]([OH:8])[C@@H:6]([CH2:9][OH:10])[O:5][C@H:4]1[N:11]1[CH:16]=[CH:15][C:14](=[O:17])[NH:13][C:12]1=[O:18])#[CH:2].C([Mg]Cl)(C)(C)C.F[C:27]1[C:51](F)=[C:50](F)[C:49](F)=[C:48](F)[C:28]=1[O:29][P@:30]([NH:39][C@@H:40]([CH3:47])[C:41]([O:43][CH:44]([CH3:46])[CH3:45])=[O:42])(OC1C=CC=CC=1)=[O:31].